Dataset: Reaction yield outcomes from USPTO patents with 853,638 reactions. Task: Predict the reaction yield, written as a fraction of the theoretical maximum amount of product (1.0 means a 100% yield; for example, 0.34 means a 34% yield). (1) The reactants are [Br:1][C:2]1[CH:10]=[CH:9][C:5]([C:6]([OH:8])=O)=[C:4]([F:11])[CH:3]=1.C(Cl)CCl.[NH:16]1[CH2:21][CH2:20][O:19][CH2:18][CH2:17]1. The catalyst is ClCCl. The product is [Br:1][C:2]1[CH:10]=[CH:9][C:5]([C:6]([N:16]2[CH2:21][CH2:20][O:19][CH2:18][CH2:17]2)=[O:8])=[C:4]([F:11])[CH:3]=1. The yield is 0.810. (2) The reactants are [CH3:1][N:2]1[C:10](=[O:11])[C:9]2[N:8]([CH2:12][CH:13]=[CH2:14])[CH:7]=[N:6][C:5]=2[N:4]([CH2:15][CH2:16][CH2:17][CH2:18][CH3:19])[C:3]1=[O:20].CN([CH:24]=[O:25])C. The catalyst is C1COCC1. The product is [CH3:1][N:2]1[C:10](=[O:11])[C:9]2[N:8]([CH2:12][CH:13]=[CH2:14])[C:7]([CH:24]=[O:25])=[N:6][C:5]=2[N:4]([CH2:15][CH2:16][CH2:17][CH2:18][CH3:19])[C:3]1=[O:20]. The yield is 0.300. (3) The reactants are [Cl:1][C:2]1[C:3]([CH3:12])=[C:4]([NH:8][C:9](=[O:11])[CH3:10])[CH:5]=[CH:6][CH:7]=1.[Br:13]Br. The catalyst is C(O)(=O)C. The product is [Br:13][C:7]1[CH:6]=[CH:5][C:4]([NH:8][C:9](=[O:11])[CH3:10])=[C:3]([CH3:12])[C:2]=1[Cl:1]. The yield is 0.936. (4) The reactants are [Br:1][C:2]1[C:3](F)=[C:4]2[C:10]([NH:11][C:12]([C:14]3[CH:23]=[N:22][C:21]4[C:16](=[CH:17][CH:18]=[CH:19][CH:20]=4)[N:15]=3)=[O:13])=[CH:9][NH:8][C:5]2=[N:6][CH:7]=1.[NH:25]1[CH2:30][CH2:29][CH2:28][C@@H:27]([NH:31][C:32](=[O:38])[O:33][C:34]([CH3:37])([CH3:36])[CH3:35])[CH2:26]1. The catalyst is CCCCO. The product is [Br:1][C:2]1[C:3]([N:25]2[CH2:30][CH2:29][CH2:28][C@@H:27]([NH:31][C:32](=[O:38])[O:33][C:34]([CH3:36])([CH3:35])[CH3:37])[CH2:26]2)=[C:4]2[C:10]([NH:11][C:12]([C:14]3[CH:23]=[N:22][C:21]4[C:16](=[CH:17][CH:18]=[CH:19][CH:20]=4)[N:15]=3)=[O:13])=[CH:9][NH:8][C:5]2=[N:6][CH:7]=1. The yield is 0.110.